Dataset: Catalyst prediction with 721,799 reactions and 888 catalyst types from USPTO. Task: Predict which catalyst facilitates the given reaction. (1) Reactant: [F:1][C:2]([F:27])([F:26])[C:3]1[CH:4]=[CH:5][C:6]([O:9][C:10]2[CH:15]=[CH:14][C:13]([O:16][C:17]([N:19]3[CH2:24][CH2:23][CH:22]([OH:25])[CH2:21][CH2:20]3)=[O:18])=[CH:12][CH:11]=2)=[N:7][CH:8]=1.[CH:28]1([N:33]2[CH2:38][CH2:37][N:36]([C:39]3[CH:44]=[CH:43][C:42](O)=[CH:41][CH:40]=3)[CH2:35][CH2:34]2)[CH2:32][CH2:31][CH2:30][CH2:29]1. Product: [F:27][C:2]([F:1])([F:26])[C:3]1[CH:4]=[CH:5][C:6]([O:9][C:10]2[CH:11]=[CH:12][C:13]([O:16][C:17]([N:19]3[CH2:20][CH2:21][CH:22]([O:25][C:42]4[CH:41]=[CH:40][C:39]([N:36]5[CH2:35][CH2:34][N:33]([CH:28]6[CH2:32][CH2:31][CH2:30][CH2:29]6)[CH2:38][CH2:37]5)=[CH:44][CH:43]=4)[CH2:23][CH2:24]3)=[O:18])=[CH:14][CH:15]=2)=[N:7][CH:8]=1. The catalyst class is: 13. (2) Reactant: [CH3:1][C:2]1[CH:7]=[CH:6][CH:5]=[C:4]([CH3:8])[C:3]=1[N:9]1[C:14](=[O:15])[CH2:13][CH2:12][C:11]([C:16]([O:18]CC2C=CC=CC=2)=[O:17])=[CH:10]1. Product: [CH3:8][C:4]1[CH:5]=[CH:6][CH:7]=[C:2]([CH3:1])[C:3]=1[N:9]1[C:14](=[O:15])[CH2:13][CH2:12][C:11]([C:16]([OH:18])=[O:17])=[CH:10]1. The catalyst class is: 29. (3) Reactant: [Cl:1][C:2]1[CH:3]=[C:4]([CH:9](O)[C:10]2[CH:18]=[CH:17][C:13]([C:14]([NH2:16])=[O:15])=[CH:12][C:11]=2[O:19][CH3:20])[CH:5]=[CH:6][C:7]=1[Cl:8].C(O)(C(F)(F)F)=O.C([SiH](CC)CC)C. Product: [Cl:1][C:2]1[CH:3]=[C:4]([CH:5]=[CH:6][C:7]=1[Cl:8])[CH2:9][C:10]1[CH:18]=[CH:17][C:13]([C:14]([NH2:16])=[O:15])=[CH:12][C:11]=1[O:19][CH3:20]. The catalyst class is: 2. (4) Reactant: [CH2:1]([C@H:3]([NH:18][C:19]([C@@H:21]1[CH2:25][C@H:24]([F:26])[CH2:23][N:22]1C(OC(C)(C)C)=O)=[O:20])/[CH:4]=[CH:5]/[C:6](=[O:17])[NH:7][C:8]1[S:9][C:10]([C:13]([F:16])([F:15])[F:14])=[N:11][N:12]=1)[CH3:2].[C:34]([OH:40])([C:36]([F:39])([F:38])[F:37])=[O:35]. Product: [F:37][C:36]([F:39])([F:38])[C:34]([OH:40])=[O:35].[CH2:1]([C@H:3]([NH:18][C:19](=[O:20])[C@@H:21]1[CH2:25][C@H:24]([F:26])[CH2:23][NH:22]1)/[CH:4]=[CH:5]/[C:6](=[O:17])[NH:7][C:8]1[S:9][C:10]([C:13]([F:16])([F:14])[F:15])=[N:11][N:12]=1)[CH3:2]. The catalyst class is: 2. (5) Reactant: [H-].[Na+].[CH3:3][C:4]1([CH3:33])[CH2:7][C:6]([C:14]2[CH:19]=[C:18]([O:20][CH2:21][C:22]3[CH:31]=[CH:30][C:29]4[C:24](=[CH:25][CH:26]=[CH:27][CH:28]=4)[N:23]=3)[CH:17]=[CH:16][C:15]=2[OH:32])([C:8]2[CH:13]=[CH:12][CH:11]=[CH:10][CH:9]=2)[CH2:5]1.[F:34][C:35]([F:55])([F:54])[S:36](N(C1C=CC(Cl)=CN=1)[S:36]([C:35]([F:55])([F:54])[F:34])(=[O:38])=[O:37])(=[O:38])=[O:37].O. Product: [F:34][C:35]([F:55])([F:54])[S:36]([O:32][C:15]1[CH:16]=[CH:17][C:18]([O:20][CH2:21][C:22]2[CH:31]=[CH:30][C:29]3[C:24](=[CH:25][CH:26]=[CH:27][CH:28]=3)[N:23]=2)=[CH:19][C:14]=1[C:6]1([C:8]2[CH:9]=[CH:10][CH:11]=[CH:12][CH:13]=2)[CH2:7][C:4]([CH3:33])([CH3:3])[CH2:5]1)(=[O:38])=[O:37]. The catalyst class is: 1. (6) Reactant: [F:1][C:2]1[CH:10]=[CH:9][C:8]([I:11])=[CH:7][C:3]=1[C:4]([OH:6])=O.S(Cl)(Cl)=O.C(N(CC)CC)C.[CH3:23][N:24]([CH3:32])/[CH:25]=[CH:26]\[C:27]([O:29][CH2:30][CH3:31])=[O:28]. Product: [CH3:23][N:24]([CH3:32])/[CH:25]=[C:26](/[C:4](=[O:6])[C:3]1[CH:7]=[C:8]([I:11])[CH:9]=[CH:10][C:2]=1[F:1])\[C:27]([O:29][CH2:30][CH3:31])=[O:28]. The catalyst class is: 93.